Dataset: Full USPTO retrosynthesis dataset with 1.9M reactions from patents (1976-2016). Task: Predict the reactants needed to synthesize the given product. (1) Given the product [CH2:2]([O:6][C:7]1[CH:8]=[CH:9][C:10]([N:13]2[CH2:14][CH2:15][N:16]([CH2:19][CH2:20][C:21]([N:71]3[CH2:72][CH2:73][CH:68]([NH:67][C:64]4[CH:65]=[CH:66][C:61]([N+:58]([O-:60])=[O:59])=[C:62]([C:74]([F:75])([F:76])[F:77])[CH:63]=4)[CH2:69][CH2:70]3)=[O:23])[CH2:17][CH2:18]2)=[CH:11][CH:12]=1)[CH:3]([CH3:4])[CH3:5], predict the reactants needed to synthesize it. The reactants are: [Li+].[CH2:2]([O:6][C:7]1[CH:12]=[CH:11][C:10]([N:13]2[CH2:18][CH2:17][N:16]([CH2:19][CH2:20][C:21]([O-:23])=O)[CH2:15][CH2:14]2)=[CH:9][CH:8]=1)[CH:3]([CH3:5])[CH3:4].C(N(C(C)C)CC)(C)C.F[P-](F)(F)(F)(F)F.CN(C)C(ON1C2C=CC=CC=2N=N1)=[N+](C)C.Cl.[N+:58]([C:61]1[CH:66]=[CH:65][C:64]([NH:67][CH:68]2[CH2:73][CH2:72][NH:71][CH2:70][CH2:69]2)=[CH:63][C:62]=1[C:74]([F:77])([F:76])[F:75])([O-:60])=[O:59]. (2) Given the product [Cl:1][CH:2]([Cl:21])[C:3]([NH:5][C@H:6]([CH2:19][F:20])[C@@H:7]([C:8]1[CH:13]=[CH:12][C:11]([C:23]2[S:27][C:26]([CH2:28][NH:29][C:30](=[O:36])[O:31][C:32]([CH3:34])([CH3:33])[CH3:35])=[N:25][CH:24]=2)=[CH:10][CH:9]=1)[OH:18])=[O:4], predict the reactants needed to synthesize it. The reactants are: [Cl:1][CH:2]([Cl:21])[C:3]([NH:5][C@H:6]([CH2:19][F:20])[C@H:7]([OH:18])[C:8]1[CH:13]=[CH:12][C:11]([Sn](C)(C)C)=[CH:10][CH:9]=1)=[O:4].Br[C:23]1[S:27][C:26]([CH2:28][NH:29][C:30](=[O:36])[O:31][C:32]([CH3:35])([CH3:34])[CH3:33])=[N:25][CH:24]=1.